This data is from Forward reaction prediction with 1.9M reactions from USPTO patents (1976-2016). The task is: Predict the product of the given reaction. (1) Given the reactants C([O:3][P:4]([O:8][CH2:9][CH3:10])[O:5][CH2:6][CH3:7])C.Br[CH2:12][CH2:13][CH2:14][N:15]1[C:27]2[CH:26]=[CH:25][CH:24]=[CH:23][C:22]=2[C:21]2[C:16]1=[CH:17][CH:18]=[CH:19][CH:20]=2, predict the reaction product. The product is: [CH:17]1[C:16]2[N:15]([CH2:14][CH2:13][CH2:12][P:4](=[O:3])([O:5][CH2:6][CH3:7])[O:8][CH2:9][CH3:10])[C:27]3[C:22](=[CH:23][CH:24]=[CH:25][CH:26]=3)[C:21]=2[CH:20]=[CH:19][CH:18]=1. (2) Given the reactants Br[CH2:2][C:3]1[CH:8]=[CH:7][CH:6]=[C:5]([O:9][CH3:10])[N:4]=1.[C:11]1([C:17]([C:25]2[CH:30]=[CH:29][CH:28]=[CH:27][CH:26]=2)=[N:18][CH2:19][C:20]([O:22][CH2:23][CH3:24])=[O:21])[CH:16]=[CH:15][CH:14]=[CH:13][CH:12]=1.[OH-].[Na+], predict the reaction product. The product is: [C:11]1([C:17]([C:25]2[CH:30]=[CH:29][CH:28]=[CH:27][CH:26]=2)=[N:18][C@H:19]([C:20]([O:22][CH2:23][CH3:24])=[O:21])[CH2:2][C:3]2[CH:8]=[CH:7][CH:6]=[C:5]([O:9][CH3:10])[N:4]=2)[CH:12]=[CH:13][CH:14]=[CH:15][CH:16]=1. (3) The product is: [NH2:1][C:2]1[CH:10]=[CH:9][C:5]([C:6]([NH:54][C:57]2[S:20][C:16]([O:15][C:14]3[CH:23]=[CH:24][CH:25]=[C:12]([F:11])[CH:13]=3)=[CH:17][CH:58]=2)=[O:8])=[C:4]([CH3:36])[N:3]=1. Given the reactants [NH2:1][C:2]1[CH:10]=[CH:9][C:5]([C:6]([OH:8])=O)=[CH:4][N:3]=1.[F:11][C:12]1[CH:13]=[C:14]([CH:23]=[CH:24][CH:25]=1)[O:15][C:16]1[S:20]C(CN)=C[CH:17]=1.F[P-](F)(F)(F)(F)F.N1([P+](N(C)C)(N(C)C)N(C)C)C2C=CC=C[C:36]=2N=N1.C([N:54]([CH2:57][CH3:58])CC)C, predict the reaction product. (4) Given the reactants B(Br)(Br)Br.[Br:5][C:6]1[C:7]([C:16]2[CH:21]=[CH:20][C:19]([F:22])=[CH:18][C:17]=2[O:23]C)=[N:8][N:9]([CH3:15])[C:10]=1[O:11][CH:12]([F:14])[F:13].C(OCC)C.O, predict the reaction product. The product is: [Br:5][C:6]1[C:7]([C:16]2[CH:21]=[CH:20][C:19]([F:22])=[CH:18][C:17]=2[OH:23])=[N:8][N:9]([CH3:15])[C:10]=1[O:11][CH:12]([F:14])[F:13]. (5) Given the reactants [CH2:1]1[CH2:7][S:4](=[O:6])(=[O:5])[O:3][CH2:2]1.[CH:8]1([NH2:11])[CH2:10][CH2:9]1, predict the reaction product. The product is: [CH:8]1([NH:11][CH2:2][CH2:1][CH2:7][S:4]([OH:3])(=[O:6])=[O:5])[CH2:10][CH2:9]1.